Dataset: Forward reaction prediction with 1.9M reactions from USPTO patents (1976-2016). Task: Predict the product of the given reaction. (1) Given the reactants [CH:1]1([CH:7]([NH:19][C:20]2[CH:25]=[CH:24][C:23]([C:26]([NH:28][CH2:29][CH2:30][C:31]([O:33][CH2:34][CH3:35])=[O:32])=[O:27])=[CH:22][CH:21]=2)[C:8]2[O:9][C:10]3[CH:17]=[CH:16][C:15]([OH:18])=[CH:14][C:11]=3[C:12]=2[CH3:13])[CH2:6][CH2:5][CH2:4][CH2:3][CH2:2]1.[F:36][C:37]1[CH:42]=[C:41]([CH2:43]O)[CH:40]=[CH:39][N:38]=1.C(P(CCCC)CCCC)CCC.N(C(N1CCCCC1)=O)=NC(N1CCCCC1)=O, predict the reaction product. The product is: [CH:1]1([CH:7]([NH:19][C:20]2[CH:21]=[CH:22][C:23]([C:26]([NH:28][CH2:29][CH2:30][C:31]([O:33][CH2:34][CH3:35])=[O:32])=[O:27])=[CH:24][CH:25]=2)[C:8]2[O:9][C:10]3[CH:17]=[CH:16][C:15]([O:18][CH2:43][C:41]4[CH:40]=[CH:39][N:38]=[C:37]([F:36])[CH:42]=4)=[CH:14][C:11]=3[C:12]=2[CH3:13])[CH2:6][CH2:5][CH2:4][CH2:3][CH2:2]1. (2) The product is: [CH2:1]([CH:3]([CH2:24][CH2:25][CH2:26][CH3:27])[CH2:4][N:5]1[C:17]2[C:16]3[CH:18]=[CH:19][CH:20]=[CH:21][C:15]=3[C:14]([CH:22]=[O:23])=[CH:13][C:12]=2[C:11]2[C:6]1=[CH:7][CH:8]=[C:9]([C:35](=[O:36])[C:34]1[CH:38]=[CH:39][CH:40]=[CH:41][C:33]=1[F:32])[CH:10]=2)[CH3:2]. Given the reactants [CH2:1]([CH:3]([CH2:24][CH2:25][CH2:26][CH3:27])[CH2:4][N:5]1[C:17]2[C:16]3[CH:18]=[CH:19][CH:20]=[CH:21][C:15]=3[C:14]([CH:22]=[O:23])=[CH:13][C:12]=2[C:11]2[C:6]1=[CH:7][CH:8]=[CH:9][CH:10]=2)[CH3:2].[Al+3].[Cl-].[Cl-].[Cl-].[F:32][C:33]1[CH:41]=[CH:40][CH:39]=[CH:38][C:34]=1[C:35](Cl)=[O:36], predict the reaction product. (3) The product is: [CH:1]([O:4][CH2:5][CH2:6][O:7][S:9]([CH3:8])(=[O:11])=[O:10])([CH3:3])[CH3:2]. Given the reactants [CH:1]([O:4][CH2:5][CH2:6][OH:7])([CH3:3])[CH3:2].[CH3:8][S:9](Cl)(=[O:11])=[O:10].C(N(CC)CC)C, predict the reaction product. (4) Given the reactants [OH:1][C:2]1[CH:11]=[C:10]2[C:5]([CH:6]=[CH:7][C:8]([C:12]([O:14][CH3:15])=[O:13])=[CH:9]2)=[CH:4][CH:3]=1.N1C=CC=CC=1.[F:22][C:23]([F:36])([F:35])[S:24](O[S:24]([C:23]([F:36])([F:35])[F:22])(=[O:26])=[O:25])(=[O:26])=[O:25], predict the reaction product. The product is: [F:22][C:23]([F:36])([F:35])[S:24]([O:1][C:2]1[CH:11]=[C:10]2[C:5]([CH:6]=[CH:7][C:8]([C:12]([O:14][CH3:15])=[O:13])=[CH:9]2)=[CH:4][CH:3]=1)(=[O:26])=[O:25]. (5) Given the reactants [NH2:1][CH:2]([C:4]1[N:9]=[CH:8][C:7]([NH:10][C:11]2[CH:16]=[CH:15][CH:14]=[CH:13][C:12]=2[C:17]([F:20])([F:19])[F:18])=[CH:6][CH:5]=1)[CH3:3].[N:21]1[CH:26]=[C:25]([C:27]([NH:29][C:30]2([C:33](O)=[O:34])[CH2:32][CH2:31]2)=[O:28])[CH:24]=[N:23][CH:22]=1, predict the reaction product. The product is: [F:19][C:17]([F:20])([F:18])[C:12]1[CH:13]=[CH:14][CH:15]=[CH:16][C:11]=1[NH:10][C:7]1[CH:6]=[CH:5][C:4]([CH:2]([NH:1][C:33]([C:30]2([NH:29][C:27]([C:25]3[CH:24]=[N:23][CH:22]=[N:21][CH:26]=3)=[O:28])[CH2:32][CH2:31]2)=[O:34])[CH3:3])=[N:9][CH:8]=1. (6) Given the reactants [Cl:1][C:2]1[CH:3]=[CH:4][C:5]2[N:6]([N:8]=[C:9]([N:11]([C:17]3[CH:22]=[CH:21][C:20]([S:23]([CH3:26])(=[O:25])=[O:24])=[CH:19][C:18]=3[O:27][CH3:28])[C:12](=[O:16])[O:13][CH2:14]Cl)[N:10]=2)[CH:7]=1.[C:29]([O:33][C:34]([NH:36][C@@:37]([CH3:44])([CH:41]([CH3:43])[CH3:42])[C:38]([O-:40])=[O:39])=[O:35])([CH3:32])([CH3:31])[CH3:30].[Cs+], predict the reaction product. The product is: [C:29]([O:33][C:34]([NH:36][C@:37]([C:38]([O:40][CH2:14][O:13][C:12](=[O:16])[N:11]([C:9]1[N:10]=[C:5]2[CH:4]=[CH:3][C:2]([Cl:1])=[CH:7][N:6]2[N:8]=1)[C:17]1[CH:22]=[CH:21][C:20]([S:23]([CH3:26])(=[O:25])=[O:24])=[CH:19][C:18]=1[O:27][CH3:28])=[O:39])([CH3:44])[CH:41]([CH3:42])[CH3:43])=[O:35])([CH3:30])([CH3:32])[CH3:31].